From a dataset of Catalyst prediction with 721,799 reactions and 888 catalyst types from USPTO. Predict which catalyst facilitates the given reaction. Reactant: [C:1]([O:9][C@@H:10]1[C@@H:36]([O:37][C:38](=[O:45])[C:39]2[CH:44]=[CH:43][CH:42]=[CH:41][CH:40]=2)[C@H:35]([O:46][C:47](=[O:54])[C:48]2[CH:53]=[CH:52][CH:51]=[CH:50][CH:49]=2)[C@@H:34]([C@@H:55]([CH3:65])[O:56][C:57](=[O:64])[C:58]2[CH:63]=[CH:62][CH:61]=[CH:60][CH:59]=2)[O:33][C@H:11]1[O:12][C:13]1[CH:18]=[C:17]([CH2:19][O:20]C(=O)C)[CH:16]=[CH:15][C:14]=1[CH2:24][C:25]1[CH:30]=[CH:29][C:28]([O:31][CH3:32])=[CH:27][CH:26]=1)(=[O:8])[C:2]1[CH:7]=[CH:6][CH:5]=[CH:4][CH:3]=1.[OH-].[Na+].Cl.C(OCC)(=O)C. Product: [C:1]([O:9][C@@H:10]1[C@@H:36]([O:37][C:38](=[O:45])[C:39]2[CH:44]=[CH:43][CH:42]=[CH:41][CH:40]=2)[C@H:35]([O:46][C:47](=[O:54])[C:48]2[CH:49]=[CH:50][CH:51]=[CH:52][CH:53]=2)[C@@H:34]([C@@H:55]([CH3:65])[O:56][C:57](=[O:64])[C:58]2[CH:63]=[CH:62][CH:61]=[CH:60][CH:59]=2)[O:33][C@H:11]1[O:12][C:13]1[CH:18]=[C:17]([CH2:19][OH:20])[CH:16]=[CH:15][C:14]=1[CH2:24][C:25]1[CH:26]=[CH:27][C:28]([O:31][CH3:32])=[CH:29][CH:30]=1)(=[O:8])[C:2]1[CH:3]=[CH:4][CH:5]=[CH:6][CH:7]=1. The catalyst class is: 71.